Predict the reactants needed to synthesize the given product. From a dataset of Full USPTO retrosynthesis dataset with 1.9M reactions from patents (1976-2016). (1) Given the product [Cl:22][C:23]1[CH:24]=[C:25]([C:26]2[O:28][N:53]=[C:38]([C:39]3[CH:40]=[C:41]4[C:45](=[CH:46][CH:47]=3)[NH:44][C:43]([C:48]([O:50][CH2:51][CH3:52])=[O:49])=[CH:42]4)[N:37]=2)[CH:29]=[CH:30][C:31]=1[O:32][CH:33]([CH3:35])[CH3:34], predict the reactants needed to synthesize it. The reactants are: CCN=C=NCCCN(C)C.C1C=CC2N(O)N=NC=2C=1.[Cl:22][C:23]1[CH:24]=[C:25]([CH:29]=[CH:30][C:31]=1[O:32][CH:33]([CH3:35])[CH3:34])[C:26]([OH:28])=O.O[NH:37][C:38](=[NH:53])[C:39]1[CH:40]=[C:41]2[C:45](=[CH:46][CH:47]=1)[NH:44][C:43]([C:48]([O:50][CH2:51][CH3:52])=[O:49])=[CH:42]2. (2) Given the product [CH2:26]([O:25][C:14]([O:13][CH2:7][CH2:8][CH2:9][CH2:10][CH2:11][CH3:12])([CH3:24])[CH2:15][OH:16])[CH2:27][CH2:28][CH2:29][CH2:30][CH3:31], predict the reactants needed to synthesize it. The reactants are: [H-].[H-].[H-].[H-].[Li+].[Al+3].[CH2:7]([O:13][C:14]([O:25][CH2:26][CH2:27][CH2:28][CH2:29][CH2:30][CH3:31])([CH3:24])[C:15](OCCCCCC)=[O:16])[CH2:8][CH2:9][CH2:10][CH2:11][CH3:12]. (3) Given the product [C:54]([NH:6][C:7]1[CH:46]=[CH:45][C:10]([CH2:11][N:12]2[C:18]3[CH:19]=[CH:20][CH:21]=[CH:22][C:17]=3[N:16]([C:23]3[CH:28]=[CH:27][C:26]([CH2:29][NH:30][C:31]([O:33][C:34]([CH3:36])([CH3:37])[CH3:35])=[O:32])=[CH:25][CH:24]=3)[C:15](=[O:38])[CH:14]([CH2:39][C:40]([O:42][CH3:43])=[O:41])[C:13]2=[O:44])=[CH:9][CH:8]=1)(=[O:61])[C:55]1[CH:60]=[CH:59][CH:58]=[CH:57][CH:56]=1, predict the reactants needed to synthesize it. The reactants are: O1CCCC1.[NH2:6][C:7]1[CH:46]=[CH:45][C:10]([CH2:11][N:12]2[C:18]3[CH:19]=[CH:20][CH:21]=[CH:22][C:17]=3[N:16]([C:23]3[CH:28]=[CH:27][C:26]([CH2:29][NH:30][C:31]([O:33][C:34]([CH3:37])([CH3:36])[CH3:35])=[O:32])=[CH:25][CH:24]=3)[C:15](=[O:38])[CH:14]([CH2:39][C:40]([O:42][CH3:43])=[O:41])[C:13]2=[O:44])=[CH:9][CH:8]=1.C(N(CC)CC)C.[C:54](Cl)(=[O:61])[C:55]1[CH:60]=[CH:59][CH:58]=[CH:57][CH:56]=1. (4) Given the product [Br:1][C:2]1[CH:13]=[C:6]2[C:5](=[CH:4][CH:3]=1)[N:11]=[CH:10][NH:19][C:7]2=[O:8], predict the reactants needed to synthesize it. The reactants are: [Br:1][C:2]1[CH:13]=[C:6]2[C:7](O[C:10](=O)[NH:11][C:5]2=[CH:4][CH:3]=1)=[O:8].C([O-])(=O)C.C(N)=[NH2+:19]. (5) Given the product [N:22]1([CH2:27][CH2:28][NH:29][C:30]([C:32]2[CH:37]=[CH:36][C:35]([NH:18][C:15]3[N:16]=[N:17][C:12]4[CH:11]=[C:10]([C:3]5[CH:4]=[C:5]([O:8][CH3:9])[CH:6]=[CH:7][C:2]=5[Cl:1])[CH:20]=[C:19]([CH3:21])[C:13]=4[N:14]=3)=[CH:34][N:33]=2)=[O:31])[CH2:26][CH2:25][CH2:24][CH2:23]1, predict the reactants needed to synthesize it. The reactants are: [Cl:1][C:2]1[CH:7]=[CH:6][C:5]([O:8][CH3:9])=[CH:4][C:3]=1[C:10]1[CH:20]=[C:19]([CH3:21])[C:13]2[N:14]=[C:15]([NH2:18])[N:16]=[N:17][C:12]=2[CH:11]=1.[N:22]1([CH2:27][CH2:28][NH:29][C:30]([C:32]2[CH:37]=[CH:36][C:35](Br)=[CH:34][N:33]=2)=[O:31])[CH2:26][CH2:25][CH2:24][CH2:23]1.C(=O)([O-])[O-].[Cs+].[Cs+].C1(P(C2C=CC=CC=2)C2C3OC4C(=CC=CC=4P(C4C=CC=CC=4)C4C=CC=CC=4)C(C)(C)C=3C=CC=2)C=CC=CC=1. (6) Given the product [CH3:1][O:2][C:3]([C:5]1[CH:14]=[C:13]([O:15][CH2:16][C:17]([Cl:24])=[O:18])[C:12]2[C:7](=[CH:8][C:9]([Cl:21])=[CH:10][C:11]=2[Cl:20])[CH:6]=1)=[O:4], predict the reactants needed to synthesize it. The reactants are: [CH3:1][O:2][C:3]([C:5]1[CH:14]=[C:13]([O:15][CH2:16][C:17](O)=[O:18])[C:12]2[C:7](=[CH:8][C:9]([Cl:21])=[CH:10][C:11]=2[Cl:20])[CH:6]=1)=[O:4].S(Cl)([Cl:24])=O. (7) Given the product [CH2:14]([CH:5]1[CH2:4][C:3]2[C:7](=[CH:8][CH:9]=[C:10]([O:11][CH3:12])[C:2]=2[CH3:20])[C:6]1=[O:13])[CH2:15][CH2:16][CH3:17], predict the reactants needed to synthesize it. The reactants are: Br[C:2]1[C:10]([O:11][CH3:12])=[CH:9][CH:8]=[C:7]2[C:3]=1[CH2:4][CH:5]([CH2:14][CH2:15][CH2:16][CH3:17])[C:6]2=[O:13].[Li+].[Cl-].[CH:20]1C=CC(P(C2C=CC=CC=2)C2C=CC=CC=2)=CC=1.[Sn](C)(C)(C)C. (8) Given the product [Br:1][C:2]1[CH:3]=[CH:4][C:5]([C:8]([NH:16][C:13]2([C:12]([F:18])([F:17])[F:11])[CH2:15][CH2:14]2)=[O:10])=[N:6][CH:7]=1, predict the reactants needed to synthesize it. The reactants are: [Br:1][C:2]1[CH:3]=[CH:4][C:5]([C:8]([OH:10])=O)=[N:6][CH:7]=1.[F:11][C:12]([F:18])([F:17])[C:13]1([NH2:16])[CH2:15][CH2:14]1.F[P-](F)(F)(F)(F)F.N1(O[P+](N(C)C)(N(C)C)N(C)C)C2C=CC=CC=2N=N1.C(N(CC)CC)C.